Task: Predict the reactants needed to synthesize the given product.. Dataset: Full USPTO retrosynthesis dataset with 1.9M reactions from patents (1976-2016) (1) Given the product [C:1]([O:11][CH:6]1[CH2:10][CH2:9][CH2:8][CH2:7]1)(=[O:4])[CH:2]=[CH2:3], predict the reactants needed to synthesize it. The reactants are: [C:1](Cl)(=[O:4])[CH:2]=[CH2:3].[CH:6]1([OH:11])[CH2:10][CH2:9][CH2:8][CH2:7]1.C(N(CC)CC)C. (2) Given the product [Br:1][C:2]1[CH:3]=[C:4]2[C:12](=[CH:13][CH:14]=1)[NH:11][C:10]1[CH:9]([C:15]3[CH:20]=[CH:19][C:18]([CH3:21])=[CH:17][CH:16]=3)[N:8]([C:23]([O:25][CH3:26])=[O:24])[CH2:7][CH2:6][C:5]2=1, predict the reactants needed to synthesize it. The reactants are: [Br:1][C:2]1[CH:3]=[C:4]2[C:12](=[CH:13][CH:14]=1)[NH:11][C:10]1[CH:9]([C:15]3[CH:20]=[CH:19][C:18]([CH3:21])=[CH:17][CH:16]=3)[NH:8][CH2:7][CH2:6][C:5]2=1.Cl[C:23]([O:25][CH3:26])=[O:24]. (3) Given the product [CH2:30]([O:29][CH2:28][CH2:27][NH:26][C:24]([C:7]1[C:6](=[O:32])[N:5]([CH2:4][CH2:3][CH2:2][NH:1][S:34]([CH3:33])(=[O:36])=[O:35])[C:14]2[C:9]([C:8]=1[OH:23])=[N:10][CH:11]=[C:12]([CH2:15][C:16]1[CH:17]=[CH:18][C:19]([F:22])=[CH:20][CH:21]=1)[CH:13]=2)=[O:25])[CH3:31], predict the reactants needed to synthesize it. The reactants are: [NH2:1][CH2:2][CH2:3][CH2:4][N:5]1[C:14]2[C:9](=[N:10][CH:11]=[C:12]([CH2:15][C:16]3[CH:21]=[CH:20][C:19]([F:22])=[CH:18][CH:17]=3)[CH:13]=2)[C:8]([OH:23])=[C:7]([C:24]([NH:26][CH2:27][CH2:28][O:29][CH2:30][CH3:31])=[O:25])[C:6]1=[O:32].[CH3:33][S:34](Cl)(=[O:36])=[O:35].